Dataset: Experimentally validated miRNA-target interactions with 360,000+ pairs, plus equal number of negative samples. Task: Binary Classification. Given a miRNA mature sequence and a target amino acid sequence, predict their likelihood of interaction. (1) The miRNA is hsa-miR-4313 with sequence AGCCCCCUGGCCCCAAACCC. The protein sequence of the target gene is MHKNSKRNNNLRVSHTEANSVDAEKEKNESQNNFFELLPAEITFKIFSQLDIRSLCRASLTCRSWNDTIRNSDSLWKPHCMTVRAVCRREIDDDLESGYSWRVILLRNYQKSKVKHEWLSGRYSNICSPISLPEKIMYPMDADTWGEILEAELER. Result: 1 (interaction). (2) Result: 1 (interaction). The miRNA is hsa-miR-16-5p with sequence UAGCAGCACGUAAAUAUUGGCG. The protein sequence of the target gene is MNRGFSRKSHTFLPKIFFRKMSSSGAKDKPELQFPFLQDEDTVATLLECKTLFILRGLPGSGKSTLARVIVDKYRDGTKMVSADAYKITPGARGAFSEEYKRLDEDLAAYCRRRDIRILVLDDTNHERERLEQLFEMADQYQYQVVLVEPKTAWRLDCAQLKEKNQWQLSADDLKKLKPGLEKDFLPLYFGWFLTKKSSETLRKAGQVFLEELGNHKAFKKELRQFVPGDEPREKMDLVTYFGKRPPGVLHCTTKFCDYGKAPGAEEYAQQDVLKKSYSKAFTLTISALFVTPKTTGARV....